Dataset: Forward reaction prediction with 1.9M reactions from USPTO patents (1976-2016). Task: Predict the product of the given reaction. (1) Given the reactants [Cl:1][C:2]1[N:7]=[C:6]2[NH:8][CH:9]=[CH:10][C:5]2=[CH:4][CH:3]=1.Br[CH2:12][C:13]1[CH:18]=[CH:17][C:16]([Cl:19])=[CH:15][C:14]=1[Cl:20], predict the reaction product. The product is: [Cl:1][C:2]1[N:7]=[C:6]2[N:8]([CH2:12][C:13]3[CH:18]=[CH:17][C:16]([Cl:19])=[CH:15][C:14]=3[Cl:20])[CH:9]=[CH:10][C:5]2=[CH:4][CH:3]=1. (2) Given the reactants C(OC([N:11]1[CH2:16][CH2:15][N:14]([C:17]2([CH3:20])[CH2:19][CH2:18]2)[CH2:13][CH2:12]1)=O)C1C=CC=CC=1, predict the reaction product. The product is: [CH3:20][C:17]1([N:14]2[CH2:15][CH2:16][NH:11][CH2:12][CH2:13]2)[CH2:19][CH2:18]1. (3) Given the reactants [Cl:1][C:2]1[CH:3]=[CH:4][C:5]([C:8]([OH:10])=O)=[N:6][CH:7]=1.CN(C(ON1N=NC2C=CC=CC1=2)=[N+](C)C)C.F[P-](F)(F)(F)(F)F.Br.Br.Br.[CH2:38]([C:40]1[C:41]([C:48]2[CH:56]=[C:55]3[C:51]([C:52]([C:57]4[NH:58][C:59]5[CH2:64][CH2:63][NH:62][CH2:61][C:60]=5[N:65]=4)=[N:53][NH:54]3)=[CH:50][CH:49]=2)=[CH:42][C:43]([F:47])=[C:44]([OH:46])[CH:45]=1)[CH3:39].CCN(C(C)C)C(C)C.C(=O)([O-])O.[Na+], predict the reaction product. The product is: [Cl:1][C:2]1[CH:3]=[CH:4][C:5]([C:8]([N:62]2[CH2:63][CH2:64][C:59]3[NH:58][C:57]([C:52]4[C:51]5[C:55](=[CH:56][C:48]([C:41]6[CH:42]=[C:43]([F:47])[C:44]([OH:46])=[CH:45][C:40]=6[CH2:38][CH3:39])=[CH:49][CH:50]=5)[NH:54][N:53]=4)=[N:65][C:60]=3[CH2:61]2)=[O:10])=[N:6][CH:7]=1. (4) Given the reactants C(OC(C1N=C(C2C([NH:21][C:22](=[O:31])[C:23]3[C:28](F)=[CH:27][CH:26]=[CH:25][C:24]=3F)=CN(C3CCCCO3)N=2)N(O)C=1C(F)(F)F)=O)C.[OH-].[Na+].C(Cl)CCl.C1C=CC2N(O)N=NC=2C=1.N1CCOCC1, predict the reaction product. The product is: [C:22]([NH2:21])(=[O:31])[C:23]1[CH:28]=[CH:27][CH:26]=[CH:25][CH:24]=1. (5) Given the reactants [CH3:1][C:2]1[NH:3][C:4]([CH3:11])=[CH:5][C:6]=1[C:7]([O:9][CH3:10])=[O:8].[Cl-].[Cl-].[Cl-].[Al+3].ClC(N(C)C)=C(C)C.[F:24][C:25]1[CH:30]=[CH:29][C:28]([CH2:31][C:32](O)=[O:33])=[CH:27][C:26]=1[C:35]([N:37]1[CH2:42][CH2:41][CH:40]([O:43][CH3:44])[CH2:39][CH2:38]1)=[O:36].Cl, predict the reaction product. The product is: [F:24][C:25]1[CH:30]=[CH:29][C:28]([CH2:31][C:32]([C:5]2[C:6]([C:7]([O:9][CH3:10])=[O:8])=[C:2]([CH3:1])[NH:3][C:4]=2[CH3:11])=[O:33])=[CH:27][C:26]=1[C:35]([N:37]1[CH2:38][CH2:39][CH:40]([O:43][CH3:44])[CH2:41][CH2:42]1)=[O:36].